From a dataset of Catalyst prediction with 721,799 reactions and 888 catalyst types from USPTO. Predict which catalyst facilitates the given reaction. (1) Reactant: [OH:1][CH2:2][CH2:3][C:4]1[CH:5]=[C:6]([CH:19]=[CH:20][CH:21]=1)[O:7][CH2:8][C:9]1[CH:18]=[CH:17][CH:16]=[CH:15][C:10]=1[C:11]([O:13][CH3:14])=[O:12].[CH2:22]([O:29][C:30]1[CH:35]=[CH:34][C:33](O)=[CH:32][CH:31]=1)[C:23]1[CH:28]=[CH:27][CH:26]=[CH:25][CH:24]=1.C1(P(C2C=CC=CC=2)C2C=CC=CC=2)C=CC=CC=1.N(/C(OC(C)C)=O)=N\C(OC(C)C)=O. Product: [CH2:22]([O:29][C:30]1[CH:35]=[CH:34][C:33]([O:1][CH2:2][CH2:3][C:4]2[CH:5]=[C:6]([CH:19]=[CH:20][CH:21]=2)[O:7][CH2:8][C:9]2[CH:18]=[CH:17][CH:16]=[CH:15][C:10]=2[C:11]([O:13][CH3:14])=[O:12])=[CH:32][CH:31]=1)[C:23]1[CH:28]=[CH:27][CH:26]=[CH:25][CH:24]=1. The catalyst class is: 11. (2) Reactant: [CH:1](NC(C)C)(C)[CH3:2].C([Li])CCC.CN1C(=O)N(C)CCC1.[CH2:22]([C:32]1[CH:37]=[CH:36][C:35](/[CH:38]=[CH:39]/[CH2:40][C:41]#[N:42])=[CH:34][CH:33]=1)[CH2:23][CH2:24][CH2:25][CH2:26][CH2:27][CH2:28][CH2:29][CH2:30][CH3:31].BrCCBr. Product: [CH2:22]([C:32]1[CH:33]=[CH:34][C:35](/[CH:38]=[CH:39]/[C:40]2([C:41]#[N:42])[CH2:2][CH2:1]2)=[CH:36][CH:37]=1)[CH2:23][CH2:24][CH2:25][CH2:26][CH2:27][CH2:28][CH2:29][CH2:30][CH3:31]. The catalyst class is: 1. (3) Reactant: [OH:1][CH2:2][C:3]1[S:11][C:10]2[CH2:9][CH2:8][N:7]([C:12]([O:14][C:15]([CH3:18])([CH3:17])[CH3:16])=[O:13])[CH2:6][C:5]=2[CH:4]=1. Product: [CH:2]([C:3]1[S:11][C:10]2[CH2:9][CH2:8][N:7]([C:12]([O:14][C:15]([CH3:18])([CH3:17])[CH3:16])=[O:13])[CH2:6][C:5]=2[CH:4]=1)=[O:1]. The catalyst class is: 177. (4) Reactant: Cl[C:2]1[N:10]=[C:9]2[C:5]([N:6]=[CH:7][N:8]2[CH:11]2[CH2:15][CH2:14][CH2:13][CH2:12]2)=[C:4]([NH:16][C:17]2[CH:22]=[CH:21][CH:20]=[CH:19][C:18]=2[O:23][CH2:24][CH2:25][CH2:26][N:27]2[CH2:32][CH2:31][N:30]([CH3:33])[CH2:29][CH2:28]2)[N:3]=1.[C-:34]#[N:35].[Na+].[I-].[K+]. Product: [CH:11]1([N:8]2[CH:7]=[N:6][C:5]3[C:9]2=[N:10][C:2]([C:34]#[N:35])=[N:3][C:4]=3[NH:16][C:17]2[CH:22]=[CH:21][CH:20]=[CH:19][C:18]=2[O:23][CH2:24][CH2:25][CH2:26][N:27]2[CH2:32][CH2:31][N:30]([CH3:33])[CH2:29][CH2:28]2)[CH2:15][CH2:14][CH2:13][CH2:12]1. The catalyst class is: 287. (5) Reactant: [C:1]([N:4]1[CH2:8][CH2:7][C:6]([CH2:12][C@H:13]([NH2:29])[CH2:14][C:15]2[CH:20]=[CH:19][C:18]([C:21]3[CH:26]=[C:25]([Cl:27])[CH:24]=[CH:23][C:22]=3[F:28])=[CH:17][CH:16]=2)([C:9]([OH:11])=[O:10])[CH2:5]1)(=[O:3])[CH3:2].[NH:30]1[CH:34]=[C:33]([C:35](O)=[O:36])[N:32]=[N:31]1.CCN(C(C)C)C(C)C.CN(C(ON1N=NC2C=CC=NC1=2)=[N+](C)C)C.F[P-](F)(F)(F)(F)F. The catalyst class is: 3. Product: [C:1]([N:4]1[CH2:8][CH2:7][C:6]([CH2:12][C@H:13]([NH:29][C:35]([C:33]2[NH:32][N:31]=[N:30][CH:34]=2)=[O:36])[CH2:14][C:15]2[CH:20]=[CH:19][C:18]([C:21]3[CH:26]=[C:25]([Cl:27])[CH:24]=[CH:23][C:22]=3[F:28])=[CH:17][CH:16]=2)([C:9]([OH:11])=[O:10])[CH2:5]1)(=[O:3])[CH3:2]. (6) Reactant: [Cl:1][C:2]1[CH:7]=[CH:6][C:5]([C:8]2[N:13]=[CH:12][N:11]3C(=O)[N:15](CC4C=NC(C(F)(F)F)=CC=4)[N:16]=[C:10]3[C:9]=2[C:29]2[CH:34]=[CH:33][CH:32]=[CH:31][CH:30]=2)=[CH:4][CH:3]=1.ClC1C=CC(C2N=CN3C(=O)NN=C3C=2C2C=CC=CC=2)=CC=1.ClC1C=CC(C2N=CN=C(NNC(OC(Cl)(Cl)Cl)=O)C=2C2C=CC=CC=2)=CC=1.ClCC1C=CC(C(F)(F)F)=NC=1.C([O-])([O-])=O.[K+].[K+]. Product: [Cl:1][C:2]1[CH:3]=[CH:4][C:5]([C:8]2[N:13]=[CH:12][N:11]=[C:10]([NH:16][NH2:15])[C:9]=2[C:29]2[CH:34]=[CH:33][CH:32]=[CH:31][CH:30]=2)=[CH:6][CH:7]=1. The catalyst class is: 3. (7) Reactant: [Cl:1][C:2]1[CH:7]=[C:6]([Cl:8])[CH:5]=[CH:4][C:3]=1[C:9]1[N:10]([C:20]2[CH:25]=[CH:24][C:23]([OH:26])=[CH:22][CH:21]=2)[C:11]([CH3:19])=[C:12]([C:14]([O:16][CH2:17][CH3:18])=[O:15])[N:13]=1.[F:27][C:28]([F:33])([F:32])[CH2:29][CH2:30]O.C1(P(C2C=CC=CC=2)C2C=CC=CC=2)C=CC=CC=1.CCOC(/N=N/C(OCC)=O)=O.N(C(OC(C)(C)C)=O)=NC(OC(C)(C)C)=O. Product: [Cl:1][C:2]1[CH:7]=[C:6]([Cl:8])[CH:5]=[CH:4][C:3]=1[C:9]1[N:10]([C:20]2[CH:21]=[CH:22][C:23]([O:26][CH2:30][CH2:29][C:28]([F:33])([F:32])[F:27])=[CH:24][CH:25]=2)[C:11]([CH3:19])=[C:12]([C:14]([O:16][CH2:17][CH3:18])=[O:15])[N:13]=1. The catalyst class is: 182. (8) Reactant: N1C=CC=CC=1.[FH:7].[O:8]1[C:10]2([CH2:15][CH2:14][N:13]([C:16]([O:18][CH2:19][C:20]3[CH:25]=[CH:24][CH:23]=[CH:22][CH:21]=3)=[O:17])[CH2:12][CH2:11]2)[CH2:9]1.C(=O)(O)[O-].[Na+]. Product: [F:7][C:10]1([CH2:9][OH:8])[CH2:15][CH2:14][N:13]([C:16]([O:18][CH2:19][C:20]2[CH:25]=[CH:24][CH:23]=[CH:22][CH:21]=2)=[O:17])[CH2:12][CH2:11]1. The catalyst class is: 2. (9) Reactant: Cl[C:2]1[N:7]=[C:6]([N:8]([CH2:19][C:20]([CH3:22])=[CH2:21])[C:9]2[CH:14]=[CH:13][C:12]([C:15]([F:18])([F:17])[F:16])=[CH:11][CH:10]=2)[CH:5]=[C:4]([CH3:23])[CH:3]=1.[F:24][C:25]([F:36])([F:35])[C:26]1[CH:31]=[CH:30][C:29](B(O)O)=[CH:28][CH:27]=1.C([O-])([O-])=O.[Na+].[Na+]. Product: [CH3:22][C:20](=[CH2:21])[CH2:19][N:8]([C:6]1[CH:5]=[C:4]([CH3:23])[CH:3]=[C:2]([C:29]2[CH:30]=[CH:31][C:26]([C:25]([F:36])([F:35])[F:24])=[CH:27][CH:28]=2)[N:7]=1)[C:9]1[CH:14]=[CH:13][C:12]([C:15]([F:18])([F:17])[F:16])=[CH:11][CH:10]=1. The catalyst class is: 108.